Dataset: Peptide-MHC class II binding affinity with 134,281 pairs from IEDB. Task: Regression. Given a peptide amino acid sequence and an MHC pseudo amino acid sequence, predict their binding affinity value. This is MHC class II binding data. (1) The peptide sequence is IFKISKTVSEGAVDI. The MHC is DRB1_0901 with pseudo-sequence DRB1_0901. The binding affinity (normalized) is 0.561. (2) The peptide sequence is YAVSFNYFVCNLLQE. The MHC is HLA-DQA10501-DQB10301 with pseudo-sequence HLA-DQA10501-DQB10301. The binding affinity (normalized) is 0. (3) The MHC is DRB1_0402 with pseudo-sequence DRB1_0402. The binding affinity (normalized) is 0.661. The peptide sequence is AALAAAKAAAAAA. (4) The peptide sequence is RLFKAFILDGDNLFP. The MHC is DRB3_0101 with pseudo-sequence DRB3_0101. The binding affinity (normalized) is 0.898.